This data is from Forward reaction prediction with 1.9M reactions from USPTO patents (1976-2016). The task is: Predict the product of the given reaction. (1) Given the reactants [C:1]([O:5][C:6](=[O:35])[NH:7][C:8]1([C:12]2[CH:17]=[CH:16][C:15]([C:18]3[N:19]=[C:20]4[CH:25]=[CH:24][C:23]([CH2:26]O)=[CH:22][N:21]4[C:28]=3[C:29]3[CH:34]=[CH:33][CH:32]=[CH:31][CH:30]=3)=[CH:14][CH:13]=2)[CH2:11][CH2:10][CH2:9]1)([CH3:4])([CH3:3])[CH3:2].C(N(CC)CC)C.CS([Cl:47])(=O)=O, predict the reaction product. The product is: [C:1]([O:5][C:6](=[O:35])[NH:7][C:8]1([C:12]2[CH:17]=[CH:16][C:15]([C:18]3[N:19]=[C:20]4[CH:25]=[CH:24][C:23]([CH2:26][Cl:47])=[CH:22][N:21]4[C:28]=3[C:29]3[CH:34]=[CH:33][CH:32]=[CH:31][CH:30]=3)=[CH:14][CH:13]=2)[CH2:11][CH2:10][CH2:9]1)([CH3:4])([CH3:3])[CH3:2]. (2) The product is: [Br:1][C:2]1[CH:7]=[CH:6][C:5]([S:11]([Cl:10])(=[O:13])=[O:12])=[C:4]([O:8][CH3:9])[CH:3]=1. Given the reactants [Br:1][C:2]1[CH:3]=[C:4]([O:8][CH3:9])[CH:5]=[CH:6][CH:7]=1.[Cl:10][S:11](O)(=[O:13])=[O:12], predict the reaction product.